Dataset: Catalyst prediction with 721,799 reactions and 888 catalyst types from USPTO. Task: Predict which catalyst facilitates the given reaction. (1) Reactant: [Br:1][CH2:2][CH2:3][CH2:4][N:5]1[C:13]([O:14]C)=[N:12][C:11]2[C:6]1=[N:7][C:8]([O:17][CH2:18][CH2:19][CH2:20][CH3:21])=[N:9][C:10]=2[NH2:16].[ClH:22]. Product: [ClH:22].[NH2:16][C:10]1[N:9]=[C:8]([O:17][CH2:18][CH2:19][CH2:20][CH3:21])[N:7]=[C:6]2[C:11]=1[NH:12][C:13](=[O:14])[N:5]2[CH2:4][CH2:3][CH2:2][Br:1]. The catalyst class is: 71. (2) Reactant: [Cl:1][C:2]1[CH:7]=[CH:6][N:5]=[C:4]2[NH:8][CH:9]=[CH:10][C:3]=12.[C:11](O[C:11]([O:13][C:14]([CH3:17])([CH3:16])[CH3:15])=[O:12])([O:13][C:14]([CH3:17])([CH3:16])[CH3:15])=[O:12]. Product: [Cl:1][C:2]1[CH:7]=[CH:6][N:5]=[C:4]2[N:8]([C:11]([O:13][C:14]([CH3:17])([CH3:16])[CH3:15])=[O:12])[CH:9]=[CH:10][C:3]=12. The catalyst class is: 143.